Task: Predict the product of the given reaction.. Dataset: Forward reaction prediction with 1.9M reactions from USPTO patents (1976-2016) (1) Given the reactants Cl[C:2]1[N:7]=[CH:6][C:5]([C:8]([O:10][CH3:11])=[O:9])=[CH:4][N:3]=1.Cl.[CH3:13][O:14][CH:15]1[CH2:18][NH:17][CH2:16]1.CCN(C(C)C)C(C)C, predict the reaction product. The product is: [CH3:13][O:14][CH:15]1[CH2:18][N:17]([C:2]2[N:7]=[CH:6][C:5]([C:8]([O:10][CH3:11])=[O:9])=[CH:4][N:3]=2)[CH2:16]1. (2) Given the reactants [CH3:1][N:2]([CH3:30])[C:3]([C:5]1[CH:6]=[C:7]([CH:21]=[C:22]([C:26]([F:29])([F:28])[F:27])[C:23]=1[O:24]C)[C:8]([N:10]1[C:14]2[CH:15]=[CH:16][CH:17]=[CH:18][C:13]=2[S:12](=[O:20])(=[O:19])[CH2:11]1)=[O:9])=[O:4].[Cl-].[Li+].Cl, predict the reaction product. The product is: [CH3:1][N:2]([CH3:30])[C:3]([C:5]1[CH:6]=[C:7]([CH:21]=[C:22]([C:26]([F:29])([F:27])[F:28])[C:23]=1[OH:24])[C:8]([N:10]1[C:14]2[CH:15]=[CH:16][CH:17]=[CH:18][C:13]=2[S:12](=[O:20])(=[O:19])[CH2:11]1)=[O:9])=[O:4]. (3) The product is: [Br:14][C:9]1[CH:10]=[C:11]([O:12][CH3:13])[C:3]([O:2][CH3:1])=[CH:4][C:5]=1[C:6]([OH:8])=[O:7]. Given the reactants [CH3:1][O:2][C:3]1[CH:4]=[C:5]([CH:9]=[CH:10][C:11]=1[O:12][CH3:13])[C:6]([OH:8])=[O:7].[Br:14]Br.O, predict the reaction product. (4) Given the reactants [Br:1][C:2]1[CH:3]=[C:4]2[C:9](=[CH:10][C:11]=1[CH2:12][N:13]1[CH2:17][CH2:16][C@H:15]([NH:18]C(OC(C)(C)C)=O)[CH2:14]1)[N:8]=[CH:7][N:6]([N:26]([C:34]1[CH:39]=[C:38]([Cl:40])[CH:37]=[CH:36][C:35]=1[S:41]([CH2:44][CH3:45])(=[O:43])=[O:42])C(=O)OC(C)(C)C)[C:5]2=[O:46].Cl.C(S(N1C=CC=C1CN)(=O)=O)C, predict the reaction product. The product is: [NH2:18][C@H:15]1[CH2:16][CH2:17][N:13]([CH2:12][C:11]2[CH:10]=[C:9]3[C:4]([C:5](=[O:46])[N:6]([NH:26][C:34]4[CH:39]=[C:38]([Cl:40])[CH:37]=[CH:36][C:35]=4[S:41]([CH2:44][CH3:45])(=[O:42])=[O:43])[CH:7]=[N:8]3)=[CH:3][C:2]=2[Br:1])[CH2:14]1. (5) Given the reactants [Br:1][C:2]1[C:3]([O:13][CH3:14])=[C:4]([CH2:8][C:9](OC)=[O:10])[CH:5]=[CH:6][CH:7]=1.[Li+].[BH4-].Cl, predict the reaction product. The product is: [Br:1][C:2]1[C:3]([O:13][CH3:14])=[C:4]([CH2:8][CH2:9][OH:10])[CH:5]=[CH:6][CH:7]=1. (6) Given the reactants [F:1][C:2]1[CH:3]=[C:4]([CH:27]=[CH:28][CH:29]=1)[CH2:5][N:6]1[CH2:11][CH2:10][CH2:9][CH2:8][C@@H:7]1[C:12]([NH:14][C@H:15]([C:17]1[CH:26]=[CH:25][C:20]([C:21]([O:23]C)=[O:22])=[CH:19][CH:18]=1)[CH3:16])=[O:13].O[Li:31].O, predict the reaction product. The product is: [F:1][C:2]1[CH:3]=[C:4]([CH:27]=[CH:28][CH:29]=1)[CH2:5][N:6]1[CH2:11][CH2:10][CH2:9][CH2:8][C@@H:7]1[C:12]([NH:14][C@H:15]([C:17]1[CH:18]=[CH:19][C:20]([C:21]([O-:23])=[O:22])=[CH:25][CH:26]=1)[CH3:16])=[O:13].[Li+:31].